This data is from Forward reaction prediction with 1.9M reactions from USPTO patents (1976-2016). The task is: Predict the product of the given reaction. (1) Given the reactants Cl[C:2]1[CH:14]=[CH:13][C:5]([C:6]([NH:8][CH2:9][CH:10]2[CH2:12][CH2:11]2)=[O:7])=[CH:4][N:3]=1.[CH3:15][C:16]1[CH:29]=[CH:28][C:19]([C:20]([NH:22][C:23]2[S:24][CH:25]=[CH:26][N:27]=2)=[O:21])=[CH:18][C:17]=1B1OC(C)(C)C(C)(C)O1, predict the reaction product. The product is: [CH:10]1([CH2:9][NH:8][C:6](=[O:7])[C:5]2[CH:13]=[CH:14][C:2]([C:17]3[CH:18]=[C:19]([C:20](=[O:21])[NH:22][C:23]4[S:24][CH:25]=[CH:26][N:27]=4)[CH:28]=[CH:29][C:16]=3[CH3:15])=[N:3][CH:4]=2)[CH2:12][CH2:11]1. (2) Given the reactants C(OC([N:8]1[CH:13]2[CH2:14][CH2:15][CH:9]1[CH2:10][N:11]([C:16]([C:18]1[CH:19]=[N:20][C:21]([NH:24][C:25]3[N:26]=[CH:27][C:28]4[CH:33]=[C:32]([C:34](=[O:38])[N:35]([CH3:37])[CH3:36])[N:31]([CH:39]5[CH2:43][CH2:42][CH2:41][CH2:40]5)[C:29]=4[N:30]=3)=[CH:22][CH:23]=1)=[O:17])[CH2:12]2)=O)(C)(C)C.Cl.O1CCOCC1, predict the reaction product. The product is: [CH3:36][N:35]([CH3:37])[C:34]([C:32]1[N:31]([CH:39]2[CH2:43][CH2:42][CH2:41][CH2:40]2)[C:29]2[N:30]=[C:25]([NH:24][C:21]3[CH:22]=[CH:23][C:18]([C:16]([N:11]4[CH2:10][CH:9]5[NH:8][CH:13]([CH2:14][CH2:15]5)[CH2:12]4)=[O:17])=[CH:19][N:20]=3)[N:26]=[CH:27][C:28]=2[CH:33]=1)=[O:38]. (3) Given the reactants C([O-])(=O)CC(CC([O-])=O)(C([O-])=O)O.C([N:21]1[CH2:26][CH2:25][C:24]([C:43]2[CH:48]=[CH:47][C:46]([F:49])=[CH:45][CH:44]=2)([CH2:27][NH:28][C:29]([C:31]2[C:40]3[C:35](=[CH:36][CH:37]=[CH:38][CH:39]=3)[CH:34]=[C:33]([C:41]#[N:42])[CH:32]=2)=[O:30])[CH2:23][CH2:22]1)(OC(C)(C)C)=O, predict the reaction product. The product is: [F:49][C:46]1[CH:45]=[CH:44][C:43]([C:24]2([CH2:27][NH:28][C:29]([C:31]3[C:40]4[C:35](=[CH:36][CH:37]=[CH:38][CH:39]=4)[CH:34]=[C:33]([C:41]#[N:42])[CH:32]=3)=[O:30])[CH2:23][CH2:22][NH:21][CH2:26][CH2:25]2)=[CH:48][CH:47]=1. (4) Given the reactants [CH3:1][N:2](C(ON1N=NC2C=CC=NC1=2)=[N+](C)C)C.F[P-](F)(F)(F)(F)F.CN.C1COCC1.CCN(C(C)C)C(C)C.[C:41]([C:45]1[N:49]([CH2:50][CH:51]2[CH2:56][CH2:55][O:54][CH2:53][CH2:52]2)[C:48]2[CH:57]=[CH:58][C:59]([S:61]([N:64]3[CH:68]=[C:67]([C:69]([OH:71])=O)[CH:66]=[N:65]3)(=[O:63])=[O:62])=[CH:60][C:47]=2[N:46]=1)([CH3:44])([CH3:43])[CH3:42], predict the reaction product. The product is: [C:41]([C:45]1[N:49]([CH2:50][CH:51]2[CH2:52][CH2:53][O:54][CH2:55][CH2:56]2)[C:48]2[CH:57]=[CH:58][C:59]([S:61]([N:64]3[CH:68]=[C:67]([C:69]([NH:2][CH3:1])=[O:71])[CH:66]=[N:65]3)(=[O:62])=[O:63])=[CH:60][C:47]=2[N:46]=1)([CH3:44])([CH3:43])[CH3:42]. (5) Given the reactants [CH3:1][C:2]([S@@:5]([NH2:7])=[O:6])([CH3:4])[CH3:3].[F:8][C:9]1[CH:14]=[CH:13][C:12]([C:15]([C:17]2[CH:18]=[N:19][C:20]([N:23]3[CH2:28][CH2:27][N:26]([C:29]4[C:34]5=[CH:35][C:36]([C:38]6[CH:39]=[N:40][N:41]([CH3:43])[CH:42]=6)=[CH:37][N:33]5[N:32]=[CH:31][N:30]=4)[CH2:25][CH2:24]3)=[N:21][CH:22]=2)=O)=[CH:11][CH:10]=1.O, predict the reaction product. The product is: [F:8][C:9]1[CH:10]=[CH:11][C:12](/[C:15](/[C:17]2[CH:18]=[N:19][C:20]([N:23]3[CH2:28][CH2:27][N:26]([C:29]4[C:34]5=[CH:35][C:36]([C:38]6[CH:39]=[N:40][N:41]([CH3:43])[CH:42]=6)=[CH:37][N:33]5[N:32]=[CH:31][N:30]=4)[CH2:25][CH2:24]3)=[N:21][CH:22]=2)=[N:7]/[S@:5]([C:2]([CH3:4])([CH3:3])[CH3:1])=[O:6])=[CH:13][CH:14]=1. (6) The product is: [CH3:27][O:26][P:18]([C:20]1[CH:21]=[CH:22][CH:23]=[CH:24][CH:25]=1)(=[O:19])[O:17][C:13]1[CH:12]=[C:11]2[C:16](=[CH:15][CH:14]=1)[NH:8][N:9]=[C:10]2[C:33]1[S:29][C:30]2[CH:40]=[CH:39][CH:38]=[CH:37][C:31]=2[CH:32]=1. Given the reactants C(OC([N:8]1[C:16]2[C:11](=[CH:12][C:13]([O:17][P:18]([O:26][CH3:27])([C:20]3[CH:25]=[CH:24][CH:23]=[CH:22][CH:21]=3)=[O:19])=[CH:14][CH:15]=2)[C:10](I)=[N:9]1)=O)(C)(C)C.[S:29]1[C:33](B(O)O)=[CH:32][C:31]2[CH:37]=[CH:38][CH:39]=[CH:40][C:30]1=2.C(=O)([O-])[O-].[Cs+].[Cs+], predict the reaction product. (7) Given the reactants [OH:1][C:2]1[CH:3]=[CH:4][CH:5]=[C:6]2[C:11]=1[N:10]=[CH:9][CH:8]=[CH:7]2.C1C=CC(P(C2C=CC=CC=2)C2C=CC=CC=2)=CC=1.[CH3:31][C:32]([CH3:38])([CH3:37])[CH2:33][CH:34](O)[CH3:35].C1C=CC(COC(/N=N/C(OCC2C=CC=CC=2)=O)=O)=CC=1, predict the reaction product. The product is: [CH3:35][CH:34]([O:1][C:2]1[CH:3]=[CH:4][CH:5]=[C:6]2[C:11]=1[N:10]=[CH:9][CH:8]=[CH:7]2)[CH2:33][C:32]([CH3:38])([CH3:37])[CH3:31].